The task is: Predict the product of the given reaction.. This data is from Forward reaction prediction with 1.9M reactions from USPTO patents (1976-2016). (1) Given the reactants [CH2:1]([O:8][C:9]([NH:11][C@H:12]1[C:21]2[C:16](=[CH:17][CH:18]=[C:19]([C:22]([O:24][CH2:25][CH3:26])=[O:23])[CH:20]=2)[NH:15][C@@H:14]([CH3:27])[C@@H:13]1[CH3:28])=[O:10])[C:2]1[CH:7]=[CH:6][CH:5]=[CH:4][CH:3]=1.N1C=CC=CC=1.[C:35](Cl)(=[O:37])[CH3:36], predict the reaction product. The product is: [C:35]([N:15]1[C:16]2[C:21](=[CH:20][C:19]([C:22]([O:24][CH2:25][CH3:26])=[O:23])=[CH:18][CH:17]=2)[C@H:12]([NH:11][C:9]([O:8][CH2:1][C:2]2[CH:7]=[CH:6][CH:5]=[CH:4][CH:3]=2)=[O:10])[C@@H:13]([CH3:28])[C@@H:14]1[CH3:27])(=[O:37])[CH3:36]. (2) Given the reactants [NH2:1][C:2]1[NH:6][N:5]=[C:4]([CH:7]2[CH2:12][CH2:11][N:10](C(OC(C)(C)C)=O)[CH2:9][CH2:8]2)[C:3]=1[C:20]1[CH:25]=[CH:24][C:23]([O:26][CH3:27])=[C:22]([O:28][CH3:29])[CH:21]=1.[OH:30][C:31]1[CH:38]=[CH:37][C:34]([CH:35]=O)=[CH:33][CH:32]=1.[F:39][C:40]([F:45])([F:44])[C:41]([OH:43])=[O:42], predict the reaction product. The product is: [F:39][C:40]([F:45])([F:44])[C:41]([OH:43])=[O:42].[CH3:27][O:26][C:23]1[C:22]([O:28][CH3:29])=[CH:21][C:20]2[C:3]3[C:4]([CH:7]4[CH2:12][CH2:11][NH:10][CH2:9][CH2:8]4)=[N:5][NH:6][C:2]=3[N:1]=[C:35]([C:34]3[CH:37]=[CH:38][C:31]([OH:30])=[CH:32][CH:33]=3)[C:25]=2[CH:24]=1. (3) Given the reactants [Cl:1][C:2]1[C:11]2[C:6](=[CH:7][CH:8]=[CH:9][CH:10]=2)[N:5]=[C:4]([C:12]2[CH:17]=[CH:16][CH:15]=[CH:14][C:13]=2[O:18]C)[N:3]=1.B(Br)(Br)Br, predict the reaction product. The product is: [Cl:1][C:2]1[C:11]2[C:6](=[CH:7][CH:8]=[CH:9][CH:10]=2)[N:5]=[C:4]([C:12]2[CH:17]=[CH:16][CH:15]=[CH:14][C:13]=2[OH:18])[N:3]=1. (4) Given the reactants [Br:1][C:2]1[CH:34]=[CH:33][C:32]([F:35])=[CH:31][C:3]=1[O:4][CH:5]1[CH2:10][CH2:9][N:8]([C:11]2[N:12]=[CH:13][C:14]3[N:19]=[C:18]([C:20]4[N:24]([CH2:25][C:26]([O:28]CC)=[O:27])[N:23]=[N:22][N:21]=4)[S:17][C:15]=3[N:16]=2)[CH2:7][CH2:6]1.[OH-].[Na+], predict the reaction product. The product is: [Br:1][C:2]1[CH:34]=[CH:33][C:32]([F:35])=[CH:31][C:3]=1[O:4][CH:5]1[CH2:10][CH2:9][N:8]([C:11]2[N:12]=[CH:13][C:14]3[N:19]=[C:18]([C:20]4[N:24]([CH2:25][C:26]([OH:28])=[O:27])[N:23]=[N:22][N:21]=4)[S:17][C:15]=3[N:16]=2)[CH2:7][CH2:6]1. (5) Given the reactants [C:1]([N:5]1[CH2:10][CH2:9][CH2:8][C@@H:7]([NH:11][C:12]2[C:17]([F:18])=[CH:16][N:15]=[C:14]([NH:19][C:20]3[CH:21]=[C:22]4[C:26](=[CH:27][CH:28]=3)[CH2:25][N:24]([CH2:29][CH:30]3[CH2:35][CH2:34][N:33](C(OC(C)(C)C)=O)[CH2:32][CH2:31]3)[CH2:23]4)[N:13]=2)[CH2:6]1)(=[O:4])[CH:2]=[CH2:3], predict the reaction product. The product is: [F:18][C:17]1[C:12]([NH:11][C@@H:7]2[CH2:8][CH2:9][CH2:10][N:5]([C:1](=[O:4])[CH:2]=[CH2:3])[CH2:6]2)=[N:13][C:14]([NH:19][C:20]2[CH:21]=[C:22]3[C:26](=[CH:27][CH:28]=2)[CH2:25][N:24]([CH2:29][CH:30]2[CH2:35][CH2:34][NH:33][CH2:32][CH2:31]2)[CH2:23]3)=[N:15][CH:16]=1. (6) Given the reactants [OH:1][C:2]1[CH:7]=[N:6][N:5]([CH:8]2[CH2:13][CH2:12][CH2:11][CH2:10][O:9]2)[C:4](=[O:14])[CH:3]=1.Br[CH2:16][C:17]1[CH:18]=[CH:19][C:20]([CH3:23])=[N:21][CH:22]=1, predict the reaction product. The product is: [CH3:23][C:20]1[N:21]=[CH:22][C:17]([CH2:16][O:1][C:2]2[CH:7]=[N:6][N:5]([CH:8]3[CH2:13][CH2:12][CH2:11][CH2:10][O:9]3)[C:4](=[O:14])[CH:3]=2)=[CH:18][CH:19]=1. (7) Given the reactants [CH2:1]([O:3][C:4]1[CH:5]=[C:6]([CH:28]=[C:29]([O:32][CH2:33][CH3:34])[C:30]=1I)[CH2:7][N:8]1[CH2:11][C:10]2([CH2:15][C:14]([N:16]3[CH2:21][CH2:20][C:19]([CH3:27])([C:22]([O:24]CC)=[O:23])[CH2:18][CH2:17]3)=[N:13][O:12]2)[CH2:9]1)[CH3:2].[F:35][C:36]([F:47])([F:46])[C:37]1[CH:42]=[CH:41][CH:40]=[CH:39][C:38]=1B(O)O, predict the reaction product. The product is: [CH2:33]([O:32][C:29]1[CH:28]=[C:6]([CH2:7][N:8]2[CH2:11][C:10]3([CH2:15][C:14]([N:16]4[CH2:21][CH2:20][C:19]([CH3:27])([C:22]([OH:24])=[O:23])[CH2:18][CH2:17]4)=[N:13][O:12]3)[CH2:9]2)[CH:5]=[C:4]([O:3][CH2:1][CH3:2])[C:30]=1[C:38]1[CH:39]=[CH:40][CH:41]=[CH:42][C:37]=1[C:36]([F:47])([F:46])[F:35])[CH3:34].